Dataset: Reaction yield outcomes from USPTO patents with 853,638 reactions. Task: Predict the reaction yield, written as a fraction of the theoretical maximum amount of product (1.0 means a 100% yield; for example, 0.34 means a 34% yield). (1) The reactants are [CH2:1]([C:3]1[N:4]([CH2:14][C:15]2[CH:20]=[CH:19][CH:18]=[CH:17][CH:16]=2)[C:5]2[C:10]([CH:11]=1)=[C:9]([O:12]C)[CH:8]=[CH:7][CH:6]=2)[CH3:2].B(Br)(Br)Br.C(Cl)Cl. The catalyst is C(Cl)Cl. The product is [CH2:1]([C:3]1[N:4]([CH2:14][C:15]2[CH:20]=[CH:19][CH:18]=[CH:17][CH:16]=2)[C:5]2[C:10]([CH:11]=1)=[C:9]([OH:12])[CH:8]=[CH:7][CH:6]=2)[CH3:2]. The yield is 0.540. (2) The reactants are [CH3:1][O:2][CH:3]1[CH2:10][CH:9]2[CH:5]([CH2:6][CH:7](OS(C)(=O)=O)[CH2:8]2)[CH2:4]1.[N-:16]=[N+:17]=[N-:18].[Na+]. The catalyst is CN(C)C=O. The product is [CH3:1][O:2][CH:3]1[CH2:10][CH:9]2[CH:5]([CH2:6][CH:7]([N:16]=[N+:17]=[N-:18])[CH2:8]2)[CH2:4]1. The yield is 0.570. (3) The reactants are [Cl:1][C:2]1[N:7]=[C:6](/[CH:8]=[C:9](/[C:11]2[CH:12]=[C:13]([NH:17][S:18]([C:21]3[C:26]([F:27])=[CH:25][CH:24]=[CH:23][C:22]=3F)(=[O:20])=[O:19])[CH:14]=[CH:15][CH:16]=2)\[OH:10])[CH:5]=[CH:4][N:3]=1.[F:29]C1C=CC(F)=CC=1S(NC1C=C(C=CC=1)C(OC)=O)(=O)=O.ClC1N=C(C)C=CN=1. No catalyst specified. The product is [Cl:1][C:2]1[N:7]=[C:6](/[CH:8]=[C:9](/[C:11]2[CH:12]=[C:13]([NH:17][S:18]([C:21]3[CH:22]=[C:23]([F:29])[CH:24]=[CH:25][C:26]=3[F:27])(=[O:19])=[O:20])[CH:14]=[CH:15][CH:16]=2)\[OH:10])[CH:5]=[CH:4][N:3]=1. The yield is 0.853. (4) The reactants are Cl[C:2]1[CH:7]=[CH:6][C:5]([N+:8]([O-:10])=[O:9])=[CH:4][N:3]=1.[NH2:11][CH2:12][CH2:13][OH:14]. The catalyst is O. The product is [N+:8]([C:5]1[CH:6]=[CH:7][C:2]([NH:11][CH2:12][CH2:13][OH:14])=[N:3][CH:4]=1)([O-:10])=[O:9]. The yield is 0.910. (5) The reactants are [C:1]([O:9][CH2:10][CH2:11][CH2:12][CH2:13]OS(C)(=O)=O)(=[O:8])[C:2]1[CH:7]=[CH:6][CH:5]=[CH:4][CH:3]=1.[N-:19]=[N+:20]=[N-:21].[Na+]. The catalyst is CN(C=O)C.O. The product is [C:1]([O:9][CH2:10][CH2:11][CH2:12][CH2:13][N:19]=[N+:20]=[N-:21])(=[O:8])[C:2]1[CH:7]=[CH:6][CH:5]=[CH:4][CH:3]=1. The yield is 0.980. (6) The product is [O:1]=[C:2]1[C:8]2[CH:9]=[CH:10][CH:11]=[CH:12][C:7]=2[O:6][C:5]2[S:13][C:14]([C:16]([OH:18])=[O:17])=[CH:15][C:4]=2[NH:3]1. The yield is 0.990. The reactants are [O:1]=[C:2]1[C:8]2[CH:9]=[CH:10][CH:11]=[CH:12][C:7]=2[O:6][C:5]2[S:13][C:14]([C:16]([O:18]C)=[O:17])=[CH:15][C:4]=2[NH:3]1.[OH-].[Na+]. The catalyst is C(O)C.C1COCC1. (7) The reactants are [Cl:1][C:2]1[CH:3]=[C:4]([C:8]2[N:9]=[N:10][NH:11][N:12]=2)[CH:5]=[CH:6][CH:7]=1.Br[CH2:14][C:15](=[CH2:21])[C:16]([O:18][CH2:19][CH3:20])=[O:17]. No catalyst specified. The product is [Cl:1][C:2]1[CH:3]=[C:4]([C:8]2[N:9]=[N:10][N:11]([CH2:21][C:15](=[CH2:14])[C:16]([O:18][CH2:19][CH3:20])=[O:17])[N:12]=2)[CH:5]=[CH:6][CH:7]=1. The yield is 0.580. (8) The reactants are Br[C:2]1[CH:7]=[CH:6][C:5]([CH:8]([OH:13])[C:9]([F:12])([F:11])[F:10])=[CH:4][CH:3]=1.[C:14]1([CH3:23])[CH:19]=[CH:18][CH:17]=[C:16](B(O)O)[CH:15]=1.C([O-])([O-])=O.[K+].[K+].CCO. The catalyst is [Pd].C(Cl)Cl.O. The product is [F:10][C:9]([F:12])([F:11])[CH:8]([C:5]1[CH:6]=[CH:7][CH:2]=[CH:3][C:4]=1[C:16]1[CH:17]=[CH:18][CH:19]=[C:14]([CH3:23])[CH:15]=1)[OH:13]. The yield is 0.720. (9) The reactants are [CH3:1][O:2][C:3]1[CH:8]=[CH:7][C:6](B(O)O)=[CH:5][CH:4]=1.C(=O)([O-])[O-].[K+].[K+].Br[C:19]1[CH:24]=[CH:23][C:22]([CH3:25])=[C:21]([N+:26]([O-:28])=[O:27])[CH:20]=1.O. The catalyst is C1(C)C=CC=CC=1.C(O)C.[Pd].C1(P(C2C=CC=CC=2)C2C=CC=CC=2)C=CC=CC=1.C1(P(C2C=CC=CC=2)C2C=CC=CC=2)C=CC=CC=1.C1(P(C2C=CC=CC=2)C2C=CC=CC=2)C=CC=CC=1.C1(P(C2C=CC=CC=2)C2C=CC=CC=2)C=CC=CC=1. The product is [CH3:1][O:2][C:3]1[CH:8]=[CH:7][C:6]([C:19]2[CH:24]=[CH:23][C:22]([CH3:25])=[C:21]([N+:26]([O-:28])=[O:27])[CH:20]=2)=[CH:5][CH:4]=1. The yield is 0.790.